This data is from Reaction yield outcomes from USPTO patents with 853,638 reactions. The task is: Predict the reaction yield, written as a fraction of the theoretical maximum amount of product (1.0 means a 100% yield; for example, 0.34 means a 34% yield). (1) The reactants are [CH3:1][O:2][C:3](=[O:12])[C:4]1[CH:9]=[CH:8][C:7]([OH:10])=[CH:6][C:5]=1[OH:11].CCN(CC)CC.[CH3:20][C:21](OC(C)=O)=[O:22]. The catalyst is CCOCC.CN(C1C=CN=CC=1)C. The product is [CH3:1][O:2][C:3](=[O:12])[C:4]1[CH:9]=[CH:8][C:7]([O:10][C:21](=[O:22])[CH3:20])=[CH:6][C:5]=1[OH:11]. The yield is 0.230. (2) The reactants are Cl.N[C@@H]1CCCC[C@H]1O.[F:10][C:11]1[CH:12]=[C:13](B(O)O)[CH:14]=[C:15]([F:17])[CH:16]=1.C[Si]([N-][Si](C)(C)C)(C)C.[Na+].N#N.I[CH:34]1[C:39](OC)([O:40]C)[CH2:38][CH2:37][O:36][CH2:35]1.Cl. The catalyst is C1COCC1.O.O.O.O.O.O.[Ni](Cl)Cl. The product is [F:10][C:11]1[CH:12]=[C:13]([CH:34]2[C:39](=[O:40])[CH2:38][CH2:37][O:36][CH2:35]2)[CH:14]=[C:15]([F:17])[CH:16]=1. The yield is 0.274.